Dataset: Full USPTO retrosynthesis dataset with 1.9M reactions from patents (1976-2016). Task: Predict the reactants needed to synthesize the given product. (1) Given the product [CH:1]1([CH2:4][O:5][C:6]2[CH:11]=[CH:10][C:9]([O:12][CH3:13])=[CH:8][C:7]=2[C:14]2[C:15]3[N:22]([CH2:23][O:24][CH2:25][CH2:26][Si:27]([CH3:30])([CH3:28])[CH3:29])[C:21]([CH3:31])=[C:20]([C:32]([NH:35][C@H:36]4[CH2:41][CH2:40][C@H:39]([NH:42][C:43](=[O:49])[O:44][C:45]([CH3:47])([CH3:46])[CH3:48])[CH2:38][CH2:37]4)=[O:34])[C:16]=3[N:17]=[CH:18][N:19]=2)[CH2:2][CH2:3]1, predict the reactants needed to synthesize it. The reactants are: [CH:1]1([CH2:4][O:5][C:6]2[CH:11]=[CH:10][C:9]([O:12][CH3:13])=[CH:8][C:7]=2[C:14]2[C:15]3[N:22]([CH2:23][O:24][CH2:25][CH2:26][Si:27]([CH3:30])([CH3:29])[CH3:28])[C:21]([CH3:31])=[C:20]([C:32]([OH:34])=O)[C:16]=3[N:17]=[CH:18][N:19]=2)[CH2:3][CH2:2]1.[NH2:35][C@H:36]1[CH2:41][CH2:40][C@H:39]([NH:42][C:43](=[O:49])[O:44][C:45]([CH3:48])([CH3:47])[CH3:46])[CH2:38][CH2:37]1. (2) Given the product [NH:13]1[C:14]2[C:10](=[CH:9][C:8]([O:7][CH:3]3[CH2:4][CH2:5][CH2:6][N:1]([CH2:18][CH2:19][OH:20])[CH2:2]3)=[CH:16][CH:15]=2)[CH:11]=[N:12]1, predict the reactants needed to synthesize it. The reactants are: [NH:1]1[CH2:6][CH2:5][CH2:4][CH:3]([O:7][C:8]2[CH:9]=[C:10]3[C:14](=[CH:15][CH:16]=2)[NH:13][N:12]=[CH:11]3)[CH2:2]1.I[CH2:18][CH2:19][OH:20].C(=O)([O-])[O-].[K+].[K+]. (3) Given the product [Cl:36][CH2:35][CH2:34][O:28][C:23]1[CH:24]=[CH:25][CH:26]=[CH:27][C:22]=1[C:19]1([NH:18][C:14]2[C:13](=[O:29])[N:12]([C:10]3[CH:11]=[C:6]([CH:7]=[C:8]([F:31])[C:9]=3[CH3:30])[C:5]([NH:4][CH:1]3[CH2:2][CH2:3]3)=[O:32])[CH:17]=[CH:16][N:15]=2)[CH2:21][CH2:20]1, predict the reactants needed to synthesize it. The reactants are: [CH:1]1([NH:4][C:5](=[O:32])[C:6]2[CH:11]=[C:10]([N:12]3[CH:17]=[CH:16][N:15]=[C:14]([NH:18][C:19]4([C:22]5[CH:27]=[CH:26][CH:25]=[CH:24][C:23]=5[OH:28])[CH2:21][CH2:20]4)[C:13]3=[O:29])[C:9]([CH3:30])=[C:8]([F:31])[CH:7]=2)[CH2:3][CH2:2]1.Br[CH2:34][CH2:35][Cl:36].C(=O)([O-])[O-].[Cs+].[Cs+]. (4) Given the product [CH3:29][N:30]1[C:34]([CH3:35])=[CH:33][C:32]([CH:36]=[C:2]([CH3:4])[CH3:3])=[N:31]1, predict the reactants needed to synthesize it. The reactants are: [I-].[CH:2]([P+](C1C=CC=CC=1)(C1C=CC=CC=1)C1C=CC=CC=1)([CH3:4])[CH3:3].C([Li])CCC.[CH3:29][N:30]1[C:34]([CH3:35])=[CH:33][C:32]([CH:36]=O)=[N:31]1.[Cl-].[NH4+]. (5) Given the product [CH3:11][CH:2]([C:3]([CH3:5])=[O:4])[C:1]([O:7][CH2:8][CH:9]=[CH2:10])=[O:6], predict the reactants needed to synthesize it. The reactants are: [C:1]([O:7][CH2:8][CH:9]=[CH2:10])(=[O:6])[CH2:2][C:3]([CH3:5])=[O:4].[C:11](=O)([O-])[O-].[K+].[K+].C1COCC1.CI. (6) The reactants are: C(=O)([O-])[O-].[K+].[K+].[CH2:7]([C@@H:9]1[O:11][CH2:10]1)Cl.[C:12]([C:14]1[CH:19]=[CH:18][C:17]([OH:20])=[CH:16][CH:15]=1)#[N:13]. Given the product [O:11]1[CH2:10][C@H:9]1[CH2:7][O:20][C:17]1[CH:18]=[CH:19][C:14]([C:12]#[N:13])=[CH:15][CH:16]=1, predict the reactants needed to synthesize it.